Dataset: Catalyst prediction with 721,799 reactions and 888 catalyst types from USPTO. Task: Predict which catalyst facilitates the given reaction. (1) Reactant: [Cl:1][C:2]1[N:7]=[N:6][C:5]([NH2:8])=[CH:4][CH:3]=1.C(N(CC)CC)C.[Cl:16][CH2:17][C:18](O)=O.P(Cl)(Cl)(Cl)=O. Product: [Cl:16][C:17]1[N:8]=[C:5]2[CH:4]=[CH:3][C:2]([Cl:1])=[N:7][N:6]2[CH:18]=1. The catalyst class is: 97. (2) Reactant: [OH-].[Na+].C[O:4][C:5](=[O:41])[CH2:6][C:7]1[CH:8]=[C:9]([C:14]2[CH:19]=[CH:18][C:17]([C:20]([CH2:38][CH3:39])([C:23]3[CH:28]=[CH:27][C:26]([CH2:29][CH2:30][CH:31]([OH:36])[C:32]([CH3:35])([CH3:34])[CH3:33])=[C:25]([CH3:37])[CH:24]=3)[CH2:21][CH3:22])=[CH:16][C:15]=2[CH3:40])[CH:10]=[C:11]([OH:13])[CH:12]=1.Cl. Product: [CH2:21]([C:20]([C:17]1[CH:18]=[CH:19][C:14]([C:9]2[CH:10]=[C:11]([OH:13])[CH:12]=[C:7]([CH2:6][C:5]([OH:41])=[O:4])[CH:8]=2)=[C:15]([CH3:40])[CH:16]=1)([C:23]1[CH:28]=[CH:27][C:26]([CH2:29][CH2:30][CH:31]([OH:36])[C:32]([CH3:34])([CH3:35])[CH3:33])=[C:25]([CH3:37])[CH:24]=1)[CH2:38][CH3:39])[CH3:22]. The catalyst class is: 5. (3) Reactant: [CH3:1][S:2]([CH2:5][C:6]([OH:8])=[O:7])(=[O:4])=[O:3].Cl.[CH2:10](O)[CH3:11]. Product: [CH2:10]([O:7][C:6](=[O:8])[CH2:5][S:2]([CH3:1])(=[O:4])=[O:3])[CH3:11]. The catalyst class is: 12.